Task: Binary Classification. Given a drug SMILES string, predict its activity (active/inactive) in a high-throughput screening assay against a specified biological target.. Dataset: HIV replication inhibition screening data with 41,000+ compounds from the AIDS Antiviral Screen (1) The drug is O=C(OCCc1ccccc1)c1ccc2cc(O)c(O)cc2c1. The result is 1 (active). (2) The molecule is CC[n+]1c(-c2ccccc2)c2cc(N)ccc2c2ccc(N)cc21. The result is 0 (inactive). (3) The drug is CCC(=O)OC1=C(c2ccccc2)Sc2ccc(Cl)cc2-n2cccc21. The result is 0 (inactive). (4) The compound is Cc1ccc2nc(NN=Cc3ccc(C)s3)cc(C)c2c1. The result is 0 (inactive).